Dataset: Cav3 T-type calcium channel HTS with 100,875 compounds. Task: Binary Classification. Given a drug SMILES string, predict its activity (active/inactive) in a high-throughput screening assay against a specified biological target. (1) The molecule is O1CCN(CC(=O)n2c3c(c4c2cccc4)cccc3)CC1. The result is 0 (inactive). (2) The molecule is S(=O)(=O)(N(CC(=O)Nc1c(OC)cccc1)C)c1cc2CCC(=O)Nc2cc1. The result is 0 (inactive). (3) The molecule is o1c(C\2N(CCOC)C(=O)C(=O)C2=C(/O)c2cc(OC)ccc2)ccc1C. The result is 0 (inactive). (4) The drug is O(c1c(Nc2nc(N3CCCC3)nc(N3CCCC3)n2)ccc(OC)c1)C. The result is 0 (inactive). (5) The molecule is S(=O)(=O)(N1CCC(CC1)C(=O)Nc1cc(ccc1)C(=O)C)CC. The result is 0 (inactive). (6) The drug is O1CCN(CC1)Cc1cc(ccc1OC)/C=N\n1c(=O)c2[nH]c3c(c2[nH]c1=O)cc(cc3)C. The result is 0 (inactive).